This data is from Experimental lipophilicity measurements (octanol/water distribution) for 4,200 compounds from AstraZeneca. The task is: Regression/Classification. Given a drug SMILES string, predict its absorption, distribution, metabolism, or excretion properties. Task type varies by dataset: regression for continuous measurements (e.g., permeability, clearance, half-life) or binary classification for categorical outcomes (e.g., BBB penetration, CYP inhibition). For this dataset (lipophilicity_astrazeneca), we predict Y. (1) The molecule is COc1ccc(NC(=O)c2nnc(Nc3ccccc3F)o2)cn1. The Y is 3.20 logD. (2) The Y is 0.200 logD. The drug is COc1cc(NS(=O)(=O)c2ccc(N)cc2)nc(OC)n1. (3) The drug is C[C@H](Nc1ncc(Cl)c(Nc2cc(N(C)C)[nH]n2)n1)c1ncc(F)cn1. The Y is 2.33 logD. (4) The Y is 1.39 logD. The compound is Nc1ncc(-c2ccc(F)cc2)[nH]1. (5) The compound is Cc1ncc(-c2ccnc(Nc3ccc(S(=O)(=O)CCCN4CCOCC4)cc3)n2)n1C(C)C. The Y is 2.43 logD. (6) The drug is OC1(c2ccc(Cl)cc2)CCN(Cc2c[nH]c3ccccc23)CC1. The Y is 2.25 logD. (7) The drug is COc1cc(C(=O)NS(=O)(=O)c2ccccc2C)ccc1Cc1cn(C)c2ccc(C(=O)NCCc3ccccc3)cc12. The Y is 2.51 logD. (8) The drug is COc1cc(N2CCN(C(C)=O)CC2)ccc1Nc1nccc(-c2cnc3ccccn23)n1. The Y is 3.00 logD. (9) The molecule is CS(=O)(=O)c1ccc([C@@H](CC2CCCC2)C(=O)Nc2cnc([C@H](O)CO)cn2)cc1Cl. The Y is 2.58 logD.